This data is from Full USPTO retrosynthesis dataset with 1.9M reactions from patents (1976-2016). The task is: Predict the reactants needed to synthesize the given product. (1) The reactants are: Br[C:2]1[CH:14]=[CH:13][C:5]([O:6][CH:7]2[CH2:12][CH2:11][CH2:10][CH2:9][O:8]2)=[CH:4][CH:3]=1.C([Li])CCC.[CH2:20]([N:27]1[CH2:32][CH2:31][C:30](=[O:33])[CH2:29][CH2:28]1)[C:21]1[CH:26]=[CH:25][CH:24]=[CH:23][CH:22]=1.[Cl-].[NH4+]. Given the product [CH2:20]([N:27]1[CH2:32][CH2:31][C:30]([C:2]2[CH:14]=[CH:13][C:5]([O:6][CH:7]3[CH2:12][CH2:11][CH2:10][CH2:9][O:8]3)=[CH:4][CH:3]=2)([OH:33])[CH2:29][CH2:28]1)[C:21]1[CH:22]=[CH:23][CH:24]=[CH:25][CH:26]=1, predict the reactants needed to synthesize it. (2) Given the product [Br-:23].[OH:21][C:10]([C:11]1[S:12][CH:13]=[CH:14][CH:15]=1)([C:16]1[S:17][CH:18]=[CH:19][CH:20]=1)[C:9]([O:8][C@@H:4]1[CH2:5][CH2:6][CH2:7][N@@+:2]([CH3:1])([CH2:24][CH2:25][CH2:26][C:27]2[CH:32]=[CH:31][CH:30]=[CH:29][CH:28]=2)[CH2:3]1)=[O:22], predict the reactants needed to synthesize it. The reactants are: [CH3:1][N:2]1[CH2:7][CH2:6][CH2:5][C@@H:4]([O:8][C:9](=[O:22])[C:10]([OH:21])([C:16]2[S:17][CH:18]=[CH:19][CH:20]=2)[C:11]2[S:12][CH:13]=[CH:14][CH:15]=2)[CH2:3]1.[Br:23][CH2:24][CH2:25][CH2:26][C:27]1[CH:32]=[CH:31][CH:30]=[CH:29][CH:28]=1. (3) Given the product [NH2:24][C:20]1[C:19]2[C:18]3[C:13](=[CH:14][CH:15]=[C:16]([Cl:23])[CH:17]=3)[NH:12][C:11]=2[CH:10]=[N:9][CH:21]=1, predict the reactants needed to synthesize it. The reactants are: C([N:9]1[CH2:21][C:20](=O)[C:19]2[C:18]3[C:13](=[CH:14][CH:15]=[C:16]([Cl:23])[CH:17]=3)[NH:12][C:11]=2[CH2:10]1)(=O)C1C=CC=CC=1.[NH2:24]N.